Task: Predict the reaction yield, written as a fraction of the theoretical maximum amount of product (1.0 means a 100% yield; for example, 0.34 means a 34% yield).. Dataset: Reaction yield outcomes from USPTO patents with 853,638 reactions (1) The reactants are [CH2:1]([O:3][C:4]([C:6]1([NH:11][C:12]([CH:14]2[CH2:18][CH:17]([O:19][C:20]3[CH:25]=[C:24]([C:26]4[CH:31]=[CH:30][CH:29]=[CH:28][CH:27]=4)[N:23]=[C:22]([C:32]4[CH:37]=[CH:36][CH:35]=[CH:34][CH:33]=4)[N:21]=3)[CH2:16][CH:15]2[C:38](=[O:47])[N:39]([CH2:41][CH2:42][CH2:43][CH2:44]C=C)[CH3:40])=[O:13])[CH2:8][CH:7]1[CH:9]=[CH2:10])=[O:5])[CH3:2]. The catalyst is CC1C=C(C)C(N2C(=[Ru](Cl)(Cl)=CC3C=CC=CC=3OC(C)C)N(C3C(C)=CC(C)=CC=3C)CC2)=C(C)C=1.ClCCCl. The product is [CH2:1]([O:3][C:4]([C:6]12[CH2:8][CH:7]1[CH:9]=[CH:10][CH2:44][CH2:43][CH2:42][CH2:41][N:39]([CH3:40])[C:38](=[O:47])[CH:15]1[CH:14]([CH2:18][CH:17]([O:19][C:20]3[CH:25]=[C:24]([C:26]4[CH:31]=[CH:30][CH:29]=[CH:28][CH:27]=4)[N:23]=[C:22]([C:32]4[CH:33]=[CH:34][CH:35]=[CH:36][CH:37]=4)[N:21]=3)[CH2:16]1)[C:12](=[O:13])[NH:11]2)=[O:5])[CH3:2]. The yield is 0.760. (2) The yield is 0.780. The product is [Cl:14][C:13]1[C:3]2[CH2:2][N:31]([CH:29]([C:19]3[CH:18]=[C:17]([CH3:16])[C:22]([O:23][CH2:24][C:25]([F:28])([F:26])[F:27])=[CH:21][N:20]=3)[CH3:30])[C:5](=[O:7])[C:4]=2[CH:10]=[CH:11][N:12]=1. No catalyst specified. The reactants are Br[CH2:2][C:3]1[C:13]([Cl:14])=[N:12][CH:11]=[CH:10][C:4]=1[C:5]([O:7]CC)=O.Cl.[CH3:16][C:17]1[C:22]([O:23][CH2:24][C:25]([F:28])([F:27])[F:26])=[CH:21][N:20]=[C:19]([CH:29]([NH2:31])[CH3:30])[CH:18]=1. (3) The reactants are [N:1]1[C:10]2[C:5](=[CH:6][C:7]([CH2:11][N:12]3[C:16]4=[N:17][C:18]([C:21](=O)[CH3:22])=[CH:19][N:20]=[C:15]4[N:14]=[N:13]3)=[CH:8][CH:9]=2)[CH:4]=[CH:3][CH:2]=1.[CH2:24]([O:31][NH2:32])[C:25]1[CH:30]=[CH:29][CH:28]=[CH:27][CH:26]=1. No catalyst specified. The product is [CH2:24]([O:31]/[N:32]=[C:21](/[C:18]1[N:17]=[C:16]2[N:12]([CH2:11][C:7]3[CH:6]=[C:5]4[C:10](=[CH:9][CH:8]=3)[N:1]=[CH:2][CH:3]=[CH:4]4)[N:13]=[N:14][C:15]2=[N:20][CH:19]=1)\[CH3:22])[C:25]1[CH:30]=[CH:29][CH:28]=[CH:27][CH:26]=1. The yield is 0.430.